This data is from Forward reaction prediction with 1.9M reactions from USPTO patents (1976-2016). The task is: Predict the product of the given reaction. (1) The product is: [O:19]1[CH2:3][CH:2]1[CH2:1][N:4]1[CH2:8][C:7](=[O:9])[NH:6][C:5]1=[O:10]. Given the reactants [CH2:1]([N:4]1[CH2:8][C:7](=[O:9])[NH:6][C:5]1=[O:10])[CH:2]=[CH2:3].ClC1C=C(C(OO)=[O:19])C=CC=1.S(=O)(O)[O-].C([O-])([O-])=O.[Na+].[Na+], predict the reaction product. (2) Given the reactants [C:1]1([C:6]2[C:7]([O:15][CH2:16][C:17]([F:20])([F:19])[F:18])=[N:8][CH:9]=[C:10]([N+:12]([O-])=O)[CH:11]=2)[CH2:5][CH2:4][CH2:3][CH:2]=1, predict the reaction product. The product is: [CH:1]1([C:6]2[CH:11]=[C:10]([NH2:12])[CH:9]=[N:8][C:7]=2[O:15][CH2:16][C:17]([F:18])([F:19])[F:20])[CH2:2][CH2:3][CH2:4][CH2:5]1. (3) Given the reactants Cl[C:2]1[CH:7]=[CH:6][N:5]=[C:4]2[CH:8]=[CH:9][NH:10][C:3]=12.[F:11][C:12]1[CH:17]=[C:16]([N+:18]([O-:20])=[O:19])[CH:15]=[CH:14][C:13]=1[OH:21].C([O-])([O-])=O.[K+].[K+], predict the reaction product. The product is: [F:11][C:12]1[CH:17]=[C:16]([N+:18]([O-:20])=[O:19])[CH:15]=[CH:14][C:13]=1[O:21][C:2]1[CH:7]=[CH:6][N:5]=[C:4]2[CH:8]=[CH:9][NH:10][C:3]=12. (4) Given the reactants [CH:1]1[C:13]2[CH:12]([CH2:14][O:15][C:16]([NH:18][CH2:19][C:20]3[CH:25]=[CH:24][C:23]([C:26]4[CH:35]=[C:34]([C:36]([OH:38])=O)[C:33]5[C:28](=[CH:29][CH:30]=[CH:31][CH:32]=5)[N:27]=4)=[CH:22][CH:21]=3)=[O:17])[C:11]3[C:6](=[CH:7][CH:8]=[CH:9][CH:10]=3)[C:5]=2[CH:4]=[CH:3][CH:2]=1.[NH2:39][CH2:40][C@H:41]1[CH2:46][CH2:45][C@H:44]([CH2:47][NH:48][C:49](=[O:55])[O:50][C:51]([CH3:54])([CH3:53])[CH3:52])[CH2:43][CH2:42]1, predict the reaction product. The product is: [C:51]([O:50][C:49]([NH:48][CH2:47][C@H:44]1[CH2:43][CH2:42][C@H:41]([CH2:40][NH:39][C:36]([C:34]2[C:33]3[C:28](=[CH:29][CH:30]=[CH:31][CH:32]=3)[N:27]=[C:26]([C:23]3[CH:22]=[CH:21][C:20]([CH2:19][NH:18][C:16](=[O:17])[O:15][CH2:14][CH:12]4[C:13]5[CH:1]=[CH:2][CH:3]=[CH:4][C:5]=5[C:6]5[C:11]4=[CH:10][CH:9]=[CH:8][CH:7]=5)=[CH:25][CH:24]=3)[CH:35]=2)=[O:38])[CH2:46][CH2:45]1)=[O:55])([CH3:54])([CH3:53])[CH3:52]. (5) Given the reactants [NH2:1][C@H:2]1[CH2:11][CH2:10][C:9]2[CH:8]=[C:7]([CH2:12][OH:13])[CH:6]=[CH:5][C:4]=2[CH2:3]1.C[O:15][C:16]([C:18]1[S:19][C:20]([Br:28])=[CH:21][C:22]=1[N:23]=[CH:24]N(C)C)=O.C(N(CC)C(C)C)(C)C, predict the reaction product. The product is: [Br:28][C:20]1[S:19][C:18]2[C:16](=[O:15])[N:1]([C@H:2]3[CH2:11][CH2:10][C:9]4[C:4](=[CH:5][CH:6]=[C:7]([CH2:12][OH:13])[CH:8]=4)[CH2:3]3)[CH:24]=[N:23][C:22]=2[CH:21]=1. (6) Given the reactants Cl[CH2:2][CH2:3][N:4]1[CH2:8][CH2:7][CH2:6][CH2:5]1.[OH:9][C:10]1[CH:17]=[CH:16][C:13]([CH:14]=[O:15])=[CH:12][CH:11]=1.C(=O)([O-])[O-].[K+].[K+], predict the reaction product. The product is: [N:4]1([CH2:3][CH2:2][O:9][C:10]2[CH:17]=[CH:16][C:13]([CH:14]=[O:15])=[CH:12][CH:11]=2)[CH2:8][CH2:7][CH2:6][CH2:5]1.